This data is from Forward reaction prediction with 1.9M reactions from USPTO patents (1976-2016). The task is: Predict the product of the given reaction. (1) Given the reactants [CH2:1]([NH:8][CH2:9][CH2:10][NH:11][CH2:12][C:13]1[CH:18]=[CH:17][CH:16]=[CH:15][CH:14]=1)[C:2]1[CH:7]=[CH:6][CH:5]=[CH:4][CH:3]=1.CCN(CC)CC.Br[CH:27]([CH2:33]Br)[C:28]([O:30][CH2:31][CH3:32])=[O:29], predict the reaction product. The product is: [CH2:1]([N:8]1[CH2:9][CH2:10][N:11]([CH2:12][C:13]2[CH:18]=[CH:17][CH:16]=[CH:15][CH:14]=2)[CH2:33][CH:27]1[C:28]([O:30][CH2:31][CH3:32])=[O:29])[C:2]1[CH:3]=[CH:4][CH:5]=[CH:6][CH:7]=1. (2) The product is: [CH2:1]([C:3]([F:30])([CH2:28][CH3:29])[CH2:4][N:5]1[CH2:6][CH2:7][CH:8]([CH2:11][O:12][C:13]2[CH:18]=[CH:17][C:16]([C:19]3[CH:20]=[CH:21][C:22]([C:25]([N:31]4[CH2:36][CH2:35][CH2:34][C@@H:33]([OH:37])[CH2:32]4)=[O:27])=[CH:23][CH:24]=3)=[CH:15][CH:14]=2)[CH2:9][CH2:10]1)[CH3:2]. Given the reactants [CH2:1]([C:3]([F:30])([CH2:28][CH3:29])[CH2:4][N:5]1[CH2:10][CH2:9][CH:8]([CH2:11][O:12][C:13]2[CH:18]=[CH:17][C:16]([C:19]3[CH:24]=[CH:23][C:22]([C:25]([OH:27])=O)=[CH:21][CH:20]=3)=[CH:15][CH:14]=2)[CH2:7][CH2:6]1)[CH3:2].[NH:31]1[CH2:36][CH2:35][CH2:34][C@@H:33]([OH:37])[CH2:32]1.F[P-](F)(F)(F)(F)F.N1(O[P+](N(C)C)(N(C)C)N(C)C)C2C=CC=CC=2N=N1.O, predict the reaction product. (3) Given the reactants OC[CH2:3][C:4]1[C:9]([O:10][CH3:11])=[CH:8][CH:7]=[CH:6][C:5]=1[NH:12]C(=O)C(C)(C)C.[OH-].[Na+], predict the reaction product. The product is: [O:10]1[C:9]2=[CH:8][CH:7]=[CH:6][C:5]([NH2:12])=[C:4]2[CH2:3][CH2:11]1.